From a dataset of Retrosynthesis with 50K atom-mapped reactions and 10 reaction types from USPTO. Predict the reactants needed to synthesize the given product. (1) Given the product CCO[C@@H](Cc1ccc(OCc2nc(-c3ccccc3F)oc2C)cc1C)C(=O)OC, predict the reactants needed to synthesize it. The reactants are: CCO[C@@H](Cc1ccc(O)cc1C)C(=O)OC.Cc1oc(-c2ccccc2F)nc1CCl. (2) Given the product CCOC(=O)c1ccc(C2CC2)c(OC)n1, predict the reactants needed to synthesize it. The reactants are: CCOC(=O)c1ccc(C2CC2)c(O)n1.CI. (3) The reactants are: COC(=O)C1CC(=O)CN1Cc1ccccc1.NCc1ccccc1. Given the product COC(=O)C1CC(NCc2ccccc2)CN1Cc1ccccc1, predict the reactants needed to synthesize it. (4) Given the product Cc1oc(C2=NOC(c3cc(Cl)c(Cl)c(Cl)c3)(C(F)(F)F)C2)cc1CNC(=O)C1CC1, predict the reactants needed to synthesize it. The reactants are: Cc1oc(C2=NOC(c3cc(Cl)c(Cl)c(Cl)c3)(C(F)(F)F)C2)cc1C=O.NC(=O)C1CC1. (5) Given the product Cn1c(=O)nc(NCCCN2CCN(C(c3ccccc3)c3ccccc3)CC2)c2ccccc21, predict the reactants needed to synthesize it. The reactants are: Cn1c(=O)nc(Cl)c2ccccc21.NCCCN1CCN(C(c2ccccc2)c2ccccc2)CC1. (6) Given the product CCOC(=O)CCCOc1cnc(N[C@H]2C[C@@H](CC)N(C(=O)OCC)c3ccc(OC)nc32)nc1Cc1cc(C(F)(F)F)cc(C(F)(F)F)c1, predict the reactants needed to synthesize it. The reactants are: CCOC(=O)CCCBr.CCOC(=O)N1c2ccc(OC)nc2[C@@H](Nc2ncc(O)c(Cc3cc(C(F)(F)F)cc(C(F)(F)F)c3)n2)C[C@H]1CC. (7) Given the product COc1cc(C)c2[nH]c(=O)c3sccc3c2c1-c1ccc(C(C)(C)CNC(=O)OC(C)(C)C)c(F)c1, predict the reactants needed to synthesize it. The reactants are: CC(C)(C)OC(=O)NCC(C)(C)c1ccc(B2OC(C)(C)C(C)(C)O2)cc1F.COc1cc(C)c2[nH]c(=O)c3sccc3c2c1Br.